Predict the product of the given reaction. From a dataset of Forward reaction prediction with 1.9M reactions from USPTO patents (1976-2016). (1) Given the reactants [F:1][C@@H:2]1[CH2:6][C@@H:5]([C:7](=[O:30])[NH:8][CH2:9][C:10]2[C:15]([C:16]([F:19])([F:18])[F:17])=[CH:14][N:13]=[C:12]([C:20]3[CH:21]=[N:22][C:23]([C:26]([F:29])([F:28])[F:27])=[N:24][CH:25]=3)[CH:11]=2)[N:4](C(OC(C)(C)C)=O)[C@H:3]1[CH3:38].[ClH:39], predict the reaction product. The product is: [ClH:39].[F:1][C@H:2]1[C@H:3]([CH3:38])[NH:4][C@H:5]([C:7]([NH:8][CH2:9][C:10]2[C:15]([C:16]([F:17])([F:18])[F:19])=[CH:14][N:13]=[C:12]([C:20]3[CH:25]=[N:24][C:23]([C:26]([F:29])([F:28])[F:27])=[N:22][CH:21]=3)[CH:11]=2)=[O:30])[CH2:6]1. (2) Given the reactants [CH2:1]([O:3][C:4](=[O:19])[C:5](=[O:18])[CH2:6][C:7]([CH3:17])([CH3:16])[CH2:8][C:9]1[CH:14]=[CH:13][CH:12]=[C:11]([Cl:15])[CH:10]=1)[CH3:2].[F:20][C:21]([Si](C)(C)C)([F:23])[F:22].[F-].C([N+](CCCC)(CCCC)CCCC)CCC, predict the reaction product. The product is: [CH2:1]([O:3][C:4](=[O:19])[C:5]([OH:18])([C:21]([F:23])([F:22])[F:20])[CH2:6][C:7]([CH3:16])([CH3:17])[CH2:8][C:9]1[CH:14]=[CH:13][CH:12]=[C:11]([Cl:15])[CH:10]=1)[CH3:2]. (3) Given the reactants C[O:2][CH:3](OC)[C:4]1[CH:9]=[CH:8][C:7]([C:10]2[O:11][CH:12]=[N:13][N:14]=2)=[CH:6][CH:5]=1.C1(C)C=CC(S(O)(=O)=O)=CC=1, predict the reaction product. The product is: [O:11]1[CH:12]=[N:13][N:14]=[C:10]1[C:7]1[CH:6]=[CH:5][C:4]([CH:3]=[O:2])=[CH:9][CH:8]=1. (4) Given the reactants [Br:1][C:2]1[CH:7]=[CH:6][C:5]([C:8]2([OH:12])[CH2:11][CH2:10][CH2:9]2)=[CH:4][CH:3]=1.Br[C:14]1C=CC(Br)=CC=1.[Li]CCCC.CCCCCC.C1(=O)CCCC1, predict the reaction product. The product is: [Br:1][C:2]1[CH:3]=[CH:4][C:5]([C:8]2([OH:12])[CH2:11][CH2:10][CH2:9][CH2:14]2)=[CH:6][CH:7]=1. (5) Given the reactants Cl[C:2]1[N:7]=[C:6]([N:8]2[CH2:13][CH2:12][CH2:11][C@@H:10]([NH:14][C:15](=[O:19])[N:16]([CH3:18])[CH3:17])[CH2:9]2)[CH:5]=[N:4][C:3]=1[C:20]#[N:21].[NH2:22][C:23]1[CH:24]=[N:25][N:26]([CH:28]2[CH2:33][CH2:32][N:31]([C:34]([O:36][C:37]([CH3:40])([CH3:39])[CH3:38])=[O:35])[CH2:30][CH2:29]2)[CH:27]=1.C(=O)([O-])[O-].[Cs+].[Cs+].C1C=CC(P(C2C(C3C(P(C4C=CC=CC=4)C4C=CC=CC=4)=CC=C4C=3C=CC=C4)=C3C(C=CC=C3)=CC=2)C2C=CC=CC=2)=CC=1, predict the reaction product. The product is: [C:20]([C:3]1[C:2]([NH:22][C:23]2[CH:24]=[N:25][N:26]([CH:28]3[CH2:29][CH2:30][N:31]([C:34]([O:36][C:37]([CH3:40])([CH3:39])[CH3:38])=[O:35])[CH2:32][CH2:33]3)[CH:27]=2)=[N:7][C:6]([N:8]2[CH2:13][CH2:12][CH2:11][C@@H:10]([NH:14][C:15]([N:16]([CH3:18])[CH3:17])=[O:19])[CH2:9]2)=[CH:5][N:4]=1)#[N:21]. (6) Given the reactants [Cl:1][C:2]1[C:12]2[CH2:11][CH2:10][N:9]([C:13]([O:15][CH2:16][CH3:17])=[O:14])[CH2:8][CH2:7][C:6]=2[CH:5]=[CH:4][C:3]=1[N+:18]([O-])=O.Cl.[OH-].[Na+], predict the reaction product. The product is: [NH2:18][C:3]1[CH:4]=[CH:5][C:6]2[CH2:7][CH2:8][N:9]([C:13]([O:15][CH2:16][CH3:17])=[O:14])[CH2:10][CH2:11][C:12]=2[C:2]=1[Cl:1]. (7) Given the reactants O.[OH-].[Li+].[CH:4]1([C@H:10]([NH:15][C:16]([C:18]2[C:27]([NH:28][C:29]([NH:31][C:32]3[C:33]([C:38]4[CH:43]=[CH:42][CH:41]=[CH:40][CH:39]=4)=[N:34][O:35][C:36]=3[CH3:37])=[O:30])=[CH:26][C:25]3[C:20](=[CH:21][CH:22]=[CH:23][CH:24]=3)[CH:19]=2)=[O:17])[C:11]([O:13]C)=[O:12])[CH2:9][CH2:8][CH2:7][CH2:6][CH2:5]1.O.Cl, predict the reaction product. The product is: [CH:4]1([C@H:10]([NH:15][C:16]([C:18]2[C:27]([NH:28][C:29]([NH:31][C:32]3[C:33]([C:38]4[CH:39]=[CH:40][CH:41]=[CH:42][CH:43]=4)=[N:34][O:35][C:36]=3[CH3:37])=[O:30])=[CH:26][C:25]3[C:20](=[CH:21][CH:22]=[CH:23][CH:24]=3)[CH:19]=2)=[O:17])[C:11]([OH:13])=[O:12])[CH2:9][CH2:8][CH2:7][CH2:6][CH2:5]1. (8) Given the reactants [NH:1]1[CH2:6][CH2:5][C:4](=[O:7])[CH2:3][CH2:2]1.Cl[CH2:9][CH2:10][CH2:11][CH2:12][CH2:13][CH2:14][O:15][CH2:16][CH2:17][CH3:18], predict the reaction product. The product is: [CH2:16]([O:15][CH2:14][CH2:13][CH2:12][CH2:11][CH2:10][CH2:9][N:1]1[CH2:6][CH2:5][C:4](=[O:7])[CH2:3][CH2:2]1)[CH2:17][CH3:18]. (9) The product is: [C:27]1([CH3:37])[CH:28]=[CH:29][C:30]([S:33]([OH:36])(=[O:34])=[O:35])=[CH:31][CH:32]=1.[CH3:25][N:2]([CH3:1])[C:3]([N:5]1[CH2:6][CH:7]2[CH2:12][C:11]([NH:14][CH2:15][C:16]([N:18]3[CH2:22][CH2:21][CH2:20][C@H:19]3[C:23]#[N:24])=[O:17])([CH3:13])[CH2:10][CH:8]2[CH2:9]1)=[O:4]. Given the reactants [CH3:1][N:2]([CH3:25])[C:3]([N:5]1[CH2:9][CH:8]2[CH2:10][C:11]([NH:14][CH2:15][C:16]([N:18]3[CH2:22][CH2:21][CH2:20][C@H:19]3[C:23]#[N:24])=[O:17])([CH3:13])[CH2:12][CH:7]2[CH2:6]1)=[O:4].O.[C:27]1([CH3:37])[CH:32]=[CH:31][C:30]([S:33]([OH:36])(=[O:35])=[O:34])=[CH:29][CH:28]=1, predict the reaction product.